From a dataset of Full USPTO retrosynthesis dataset with 1.9M reactions from patents (1976-2016). Predict the reactants needed to synthesize the given product. (1) Given the product [S:1]1[C:5]2[CH:6]=[CH:7][C:8]([C:10](=[O:28])[CH2:11][N:12]3[C:17]4=[N:18][C:19]([N:34]5[CH2:35][C@@H:30]6[CH2:36][C@H:33]5[CH2:32][O:31]6)=[CH:20][C:21](=[O:22])[N:16]4[CH2:15][CH2:14][C@H:13]3[C:24]([F:27])([F:26])[F:25])=[CH:9][C:4]=2[N:3]=[N:2]1, predict the reactants needed to synthesize it. The reactants are: [S:1]1[C:5]2[CH:6]=[CH:7][C:8]([C:10](=[O:28])[CH2:11][N:12]3[C:17]4=[N:18][C:19](Cl)=[CH:20][C:21](=[O:22])[N:16]4[CH2:15][CH2:14][C@H:13]3[C:24]([F:27])([F:26])[F:25])=[CH:9][C:4]=2[N:3]=[N:2]1.Cl.[C@H:30]12[CH2:36][C@H:33]([NH:34][CH2:35]1)[CH2:32][O:31]2. (2) Given the product [NH2:1][C@@H:2]1[CH2:7][CH2:6][CH2:5][N:4]([C:8]2[N:13]([CH2:14][C:15]3[CH:22]=[CH:21][CH:20]=[CH:19][C:16]=3[C:17]#[N:18])[C:12](=[O:23])[N:11]([CH2:24][C:25]3[CH:30]=[CH:29][CH:28]=[C:27]([N:42]4[CH:46]=[CH:45][CH:44]=[CH:43]4)[CH:26]=3)[C:10](=[O:33])[CH:9]=2)[CH2:3]1, predict the reactants needed to synthesize it. The reactants are: [NH2:1][C@@H:2]1[CH2:7][CH2:6][CH2:5][N:4]([C:8]2[N:13]([CH2:14][C:15]3[CH:22]=[CH:21][CH:20]=[CH:19][C:16]=3[C:17]#[N:18])[C:12](=[O:23])[N:11]([CH2:24][C:25]3[CH:30]=[CH:29][CH:28]=[C:27](C#N)[CH:26]=3)[C:10](=[O:33])[CH:9]=2)[CH2:3]1.BrCC1C=C([N:42]2[CH:46]=[CH:45][CH:44]=[CH:43]2)C=CC=1. (3) Given the product [OH:8][NH:9][C:10](=[O:28])[CH2:11][CH2:12][CH2:13][CH2:14][CH:15]1[CH2:24][CH2:23][C:22]2[C:17](=[CH:18][CH:19]=[C:20]([O:25][CH3:26])[CH:21]=2)[C:16]1=[O:27], predict the reactants needed to synthesize it. The reactants are: C([O:8][NH:9][C:10](=[O:28])[CH2:11][CH2:12][CH2:13][CH2:14][CH:15]1[CH2:24][CH2:23][C:22]2[C:17](=[CH:18][CH:19]=[C:20]([O:25][CH3:26])[CH:21]=2)[C:16]1=[O:27])C1C=CC=CC=1.